Predict which catalyst facilitates the given reaction. From a dataset of Catalyst prediction with 721,799 reactions and 888 catalyst types from USPTO. (1) Reactant: [Cl:1][C:2]1[CH:3]=[C:4]([N+:9]([O-:11])=[O:10])[CH:5]=[CH:6][C:7]=1Cl.[CH3:12][C@H:13]1[CH2:18][NH:17][CH2:16][C@@H:15]([CH3:19])[NH:14]1.C(N(CC)CC)C. Product: [Cl:1][C:2]1[CH:3]=[C:4]([N+:9]([O-:11])=[O:10])[CH:5]=[CH:6][C:7]=1[N:17]1[CH2:16][C@H:15]([CH3:19])[NH:14][C@H:13]([CH3:12])[CH2:18]1. The catalyst class is: 14. (2) Reactant: [F:1][C:2]1[CH:3]=[C:4]([C@@H:9]([CH:38]2[CH2:43][CH2:42][N:41]([S:44]([CH3:47])(=[O:46])=[O:45])[CH2:40][CH2:39]2)[CH2:10][CH2:11][N:12]2[CH2:17][CH2:16][CH:15]([N:18]3[CH:22]=[CH:21][N:20]([CH2:23][CH:24]4[CH2:29][CH2:28][N:27](C(OC(C)(C)C)=O)[CH2:26][CH2:25]4)[C:19]3=[O:37])[CH2:14][CH2:13]2)[CH:5]=[C:6]([F:8])[CH:7]=1. Product: [F:8][C:6]1[CH:5]=[C:4]([C@@H:9]([CH:38]2[CH2:43][CH2:42][N:41]([S:44]([CH3:47])(=[O:46])=[O:45])[CH2:40][CH2:39]2)[CH2:10][CH2:11][N:12]2[CH2:13][CH2:14][CH:15]([N:18]3[CH:22]=[CH:21][N:20]([CH2:23][CH:24]4[CH2:25][CH2:26][NH:27][CH2:28][CH2:29]4)[C:19]3=[O:37])[CH2:16][CH2:17]2)[CH:3]=[C:2]([F:1])[CH:7]=1. The catalyst class is: 67. (3) Reactant: [CH2:1]1[CH:9]2[N:4]([CH2:5][CH2:6][C:7](=O)[CH2:8]2)[CH2:3][CH2:2]1.Cl.[Br:12][C:13]1[CH:14]=[C:15]([NH:19]N)[CH:16]=[CH:17][CH:18]=1.C(O)C. Product: [Br:12][C:13]1[CH:14]=[C:15]2[C:16]([C:6]3[CH2:5][N:4]4[CH:9]([CH2:1][CH2:2][CH2:3]4)[CH2:8][C:7]=3[NH:19]2)=[CH:17][CH:18]=1. The catalyst class is: 33. (4) Reactant: [Br:1][C:2]1[C:7]([OH:8])=[C:6]([O:9][CH3:10])[C:5]([O:11][CH:12]([F:14])[F:13])=[CH:4][CH:3]=1.C(=O)([O-])[O-].[K+].[K+].Br[CH2:22][C:23]1[CH:28]=[CH:27][C:26]([S:29]([CH3:32])(=[O:31])=[O:30])=[CH:25][CH:24]=1. Product: [Br:1][C:2]1[CH:3]=[CH:4][C:5]([O:11][CH:12]([F:13])[F:14])=[C:6]([O:9][CH3:10])[C:7]=1[O:8][CH2:22][C:23]1[CH:24]=[CH:25][C:26]([S:29]([CH3:32])(=[O:31])=[O:30])=[CH:27][CH:28]=1. The catalyst class is: 10.